Dataset: Reaction yield outcomes from USPTO patents with 853,638 reactions. Task: Predict the reaction yield, written as a fraction of the theoretical maximum amount of product (1.0 means a 100% yield; for example, 0.34 means a 34% yield). (1) The reactants are C([O:3][CH2:4][CH2:5][N:6]1[C:10]2[C:11]([F:16])=[C:12]([Cl:15])[CH:13]=[CH:14][C:9]=2[N:8]=[CH:7]1)=O. The catalyst is CO.C(N(CC)CC)C. The product is [Cl:15][C:12]1[CH:13]=[CH:14][C:9]2[N:8]=[CH:7][N:6]([CH2:5][CH2:4][OH:3])[C:10]=2[C:11]=1[F:16]. The yield is 0.980. (2) The reactants are Cl.Cl.Cl.[NH:4]1[CH2:9][CH2:8][CH:7]([N:10]2[CH2:13][C:12]([CH2:36][C:37]#[N:38])([N:14]3[CH:18]=[C:17]([C:19]4[C:20]5[CH:27]=[CH:26][N:25]([CH2:28][O:29][CH2:30][CH2:31][Si:32]([CH3:35])([CH3:34])[CH3:33])[C:21]=5[N:22]=[CH:23][N:24]=4)[CH:16]=[N:15]3)[CH2:11]2)[CH2:6][CH2:5]1.F[P-](F)(F)(F)(F)F.N1(O[P+](N(C)C)(N(C)C)N(C)C)C2C=CC=CC=2N=N1.C(N(CC)C(C)C)(C)C.[OH:75][B:76]([OH:87])[C:77]1[CH:85]=[CH:84][C:80]([C:81](O)=[O:82])=[CH:79][C:78]=1[F:86]. The catalyst is C(Cl)Cl. The product is [C:37]([CH2:36][C:12]1([N:14]2[CH:18]=[C:17]([C:19]3[C:20]4[CH:27]=[CH:26][N:25]([CH2:28][O:29][CH2:30][CH2:31][Si:32]([CH3:34])([CH3:33])[CH3:35])[C:21]=4[N:22]=[CH:23][N:24]=3)[CH:16]=[N:15]2)[CH2:11][N:10]([CH:7]2[CH2:8][CH2:9][N:4]([C:81]([C:80]3[CH:84]=[CH:85][C:77]([B:76]([OH:87])[OH:75])=[C:78]([F:86])[CH:79]=3)=[O:82])[CH2:5][CH2:6]2)[CH2:13]1)#[N:38]. The yield is 0.410. (3) The catalyst is CO.C1COCC1.[Zn]. The yield is 0.790. The reactants are [CH3:1][CH:2]1[N:15]2[C:6]([CH2:7][O:8][C:9]3[C:14]2=[CH:13][C:12]([N+:16]([O-])=O)=[C:11]([CH3:19])[CH:10]=3)=[N:5][NH:4][C:3]1=[O:20].[Cl-].[NH4+]. The product is [NH2:16][C:12]1[CH:13]=[C:14]2[C:9](=[CH:10][C:11]=1[CH3:19])[O:8][CH2:7][C:6]1[N:15]2[CH:2]([CH3:1])[C:3](=[O:20])[NH:4][N:5]=1. (4) The catalyst is O1CCOCC1.C1C=CC(/C=C/C(/C=C/C2C=CC=CC=2)=O)=CC=1.C1C=CC(/C=C/C(/C=C/C2C=CC=CC=2)=O)=CC=1.C1C=CC(/C=C/C(/C=C/C2C=CC=CC=2)=O)=CC=1.[Pd].[Pd].O. The reactants are Cl[C:2]1[CH:3]=[CH:4][C:5]2[N:11]3[CH2:12][C@H:8]([CH2:9][CH2:10]3)[N:7]([C:13]([NH:15][C:16]3[CH:21]=[N:20][CH:19]=[CH:18][N:17]=3)=[O:14])[C:6]=2[N:22]=1.CC1(C)C(C)(C)OB([C:31]2[CH:36]=[CH:35][N:34]=[C:33]([C:37]([F:40])([F:39])[F:38])[N:32]=2)O1.[O-]P([O-])([O-])=O.[K+].[K+].[K+].CC(C1C=C(C(C)C)C(C2C=CC=CC=2P(C2CCCCC2)C2CCCCC2)=C(C(C)C)C=1)C. The product is [N:17]1[CH:18]=[CH:19][N:20]=[CH:21][C:16]=1[NH:15][C:13]([N:7]1[C@@H:8]2[CH2:12][N:11]([CH2:10][CH2:9]2)[C:5]2[CH:4]=[CH:3][C:2]([C:31]3[CH:36]=[CH:35][N:34]=[C:33]([C:37]([F:40])([F:39])[F:38])[N:32]=3)=[N:22][C:6]1=2)=[O:14]. The yield is 0.564. (5) The reactants are C1C(=O)N([I:8])C(=O)C1.[CH3:9][O:10][C:11]1[CH:19]=[CH:18][C:14]2[O:15][CH2:16][O:17][C:13]=2[CH:12]=1.C(O)(C(F)(F)F)=O. The catalyst is CC#N. The product is [I:8][C:19]1[C:11]([O:10][CH3:9])=[CH:12][C:13]2[O:17][CH2:16][O:15][C:14]=2[CH:18]=1. The yield is 0.790. (6) The reactants are [Br:1][C:2]1[C:20]([CH3:21])=[C:19]([N+:22]([O-])=O)[CH:18]=[C:17]([Br:25])[C:3]=1[O:4][C:5]1[CH:6]=[C:7]([CH:14]([CH3:16])[CH3:15])[C:8]([OH:13])=[C:9]([CH:12]=1)[CH:10]=[O:11].[O-]S(S([O-])=O)=O.[Na+].[Na+].C([O-])(O)=O.[Na+]. The catalyst is C(O)C. The product is [NH2:22][C:19]1[CH:18]=[C:17]([Br:25])[C:3]([O:4][C:5]2[CH:6]=[C:7]([CH:14]([CH3:16])[CH3:15])[C:8]([OH:13])=[C:9]([CH:12]=2)[CH:10]=[O:11])=[C:2]([Br:1])[C:20]=1[CH3:21]. The yield is 0.270. (7) The reactants are [F:1][C:2]1[CH:3]=[C:4]([C:9]2[C:13]([CH:14]=[C:15]3[S:19][C:18](=[O:20])[NH:17][C:16]3=[O:21])=[CH:12][N:11]([C:22]3[CH:27]=[CH:26][CH:25]=[CH:24][CH:23]=3)[N:10]=2)[CH:5]=[C:6]([F:8])[CH:7]=1.C(=O)([O-])[O-].[Na+].[Na+].[CH2:34](Br)[CH3:35].O. The catalyst is CN(C)C=O. The product is [F:8][C:6]1[CH:5]=[C:4]([C:9]2[C:13]([CH:14]=[C:15]3[S:19][C:18](=[O:20])[N:17]([CH2:34][CH3:35])[C:16]3=[O:21])=[CH:12][N:11]([C:22]3[CH:23]=[CH:24][CH:25]=[CH:26][CH:27]=3)[N:10]=2)[CH:3]=[C:2]([F:1])[CH:7]=1. The yield is 0.800.